Dataset: NCI-60 drug combinations with 297,098 pairs across 59 cell lines. Task: Regression. Given two drug SMILES strings and cell line genomic features, predict the synergy score measuring deviation from expected non-interaction effect. (1) Drug 1: C1C(C(OC1N2C=C(C(=O)NC2=O)F)CO)O. Drug 2: C1=NC2=C(N=C(N=C2N1C3C(C(C(O3)CO)O)F)Cl)N. Cell line: NCI-H226. Synergy scores: CSS=39.0, Synergy_ZIP=-0.900, Synergy_Bliss=1.17, Synergy_Loewe=-34.5, Synergy_HSA=-0.728. (2) Drug 1: CC(CN1CC(=O)NC(=O)C1)N2CC(=O)NC(=O)C2. Drug 2: CC1=C(C=C(C=C1)NC(=O)C2=CC=C(C=C2)CN3CCN(CC3)C)NC4=NC=CC(=N4)C5=CN=CC=C5. Cell line: A498. Synergy scores: CSS=12.4, Synergy_ZIP=-3.89, Synergy_Bliss=-4.49, Synergy_Loewe=-7.80, Synergy_HSA=-7.03. (3) Drug 1: CC1C(C(=O)NC(C(=O)N2CCCC2C(=O)N(CC(=O)N(C(C(=O)O1)C(C)C)C)C)C(C)C)NC(=O)C3=C4C(=C(C=C3)C)OC5=C(C(=O)C(=C(C5=N4)C(=O)NC6C(OC(=O)C(N(C(=O)CN(C(=O)C7CCCN7C(=O)C(NC6=O)C(C)C)C)C)C(C)C)C)N)C. Drug 2: C(CN)CNCCSP(=O)(O)O. Cell line: CCRF-CEM. Synergy scores: CSS=41.4, Synergy_ZIP=19.1, Synergy_Bliss=18.6, Synergy_Loewe=-16.1, Synergy_HSA=18.4. (4) Drug 1: CNC(=O)C1=CC=CC=C1SC2=CC3=C(C=C2)C(=NN3)C=CC4=CC=CC=N4. Drug 2: CC1=C2C(C(=O)C3(C(CC4C(C3C(C(C2(C)C)(CC1OC(=O)C(C(C5=CC=CC=C5)NC(=O)OC(C)(C)C)O)O)OC(=O)C6=CC=CC=C6)(CO4)OC(=O)C)O)C)O. Cell line: OVCAR-8. Synergy scores: CSS=51.0, Synergy_ZIP=8.38, Synergy_Bliss=12.7, Synergy_Loewe=-34.1, Synergy_HSA=11.5. (5) Drug 1: C1C(C(OC1N2C=NC3=C(N=C(N=C32)Cl)N)CO)O. Drug 2: CN1C2=C(C=C(C=C2)N(CCCl)CCCl)N=C1CCCC(=O)O.Cl. Cell line: COLO 205. Synergy scores: CSS=30.2, Synergy_ZIP=0.284, Synergy_Bliss=-0.904, Synergy_Loewe=-25.6, Synergy_HSA=-2.31.